Dataset: Reaction yield outcomes from USPTO patents with 853,638 reactions. Task: Predict the reaction yield, written as a fraction of the theoretical maximum amount of product (1.0 means a 100% yield; for example, 0.34 means a 34% yield). The reactants are C(C1C=CC(C(NC2C=CC(C3SC(CCC(O)=O)=NC=3)=CC=2)=O)=CC=1)(C)(C)C.[C:30]1([C:36]2[O:40][C:39]([C:41]([NH:43][C:44]3[CH:49]=[CH:48][C:47]([C:50]4[S:54][C:53]([CH:55]5[CH2:60][CH2:59][CH:58]([C:61]([O:63]C)=[O:62])[CH2:57][CH2:56]5)=[N:52][CH:51]=4)=[CH:46][CH:45]=3)=[O:42])=[N:38][CH:37]=2)[CH:35]=[CH:34][CH:33]=[CH:32][CH:31]=1. No catalyst specified. The product is [C:30]1([C:36]2[O:40][C:39]([C:41]([NH:43][C:44]3[CH:49]=[CH:48][C:47]([C:50]4[S:54][C:53]([CH:55]5[CH2:56][CH2:57][CH:58]([C:61]([OH:63])=[O:62])[CH2:59][CH2:60]5)=[N:52][CH:51]=4)=[CH:46][CH:45]=3)=[O:42])=[N:38][CH:37]=2)[CH:31]=[CH:32][CH:33]=[CH:34][CH:35]=1. The yield is 0.940.